Task: Regression. Given a peptide amino acid sequence and an MHC pseudo amino acid sequence, predict their binding affinity value. This is MHC class I binding data.. Dataset: Peptide-MHC class I binding affinity with 185,985 pairs from IEDB/IMGT (1) The peptide sequence is GVPELGAFF. The MHC is BoLA-AW10 with pseudo-sequence BoLA-AW10. The binding affinity (normalized) is 0.0641. (2) The MHC is HLA-A30:01 with pseudo-sequence HLA-A30:01. The binding affinity (normalized) is 0.0847. The peptide sequence is SYGNANVSF. (3) The peptide sequence is ETIEILRNY. The MHC is HLA-A29:02 with pseudo-sequence HLA-A29:02. The binding affinity (normalized) is 1.00. (4) The binding affinity (normalized) is 0.0847. The peptide sequence is MVGIVHFNK. The MHC is HLA-A03:01 with pseudo-sequence HLA-A03:01. (5) The peptide sequence is AERGPGQMLG. The MHC is HLA-B07:02 with pseudo-sequence HLA-B07:02. The binding affinity (normalized) is 0. (6) The peptide sequence is WSDLNTTDF. The MHC is HLA-B07:02 with pseudo-sequence HLA-B07:02. The binding affinity (normalized) is 0.0847. (7) The peptide sequence is FVNYDFTIV. The MHC is HLA-A02:06 with pseudo-sequence HLA-A02:06. The binding affinity (normalized) is 1.00.